Dataset: Reaction yield outcomes from USPTO patents with 853,638 reactions. Task: Predict the reaction yield, written as a fraction of the theoretical maximum amount of product (1.0 means a 100% yield; for example, 0.34 means a 34% yield). (1) The reactants are [Cl:1][C:2](Cl)([O:4]C(=O)OC(Cl)(Cl)Cl)Cl.[CH3:13][CH2:14][CH2:15][CH:16]([OH:20])[CH2:17][CH2:18][CH3:19]. No catalyst specified. The product is [Cl:1][C:2]([O:20][CH:16]([CH2:17][CH2:18][CH3:19])[CH2:15][CH2:14][CH3:13])=[O:4]. The yield is 0.770. (2) The reactants are [CH:1]1([C:4]2[N:5]=[C:6]3[CH:11]=[C:10]([C:12]([NH2:14])=O)[CH:9]=[CH:8][N:7]3[C:15]=2[CH2:16][C:17]2[CH:40]=[CH:39][C:20]3/[C:21](=[C:31](\[C:33]4[NH:37][C:36](=[O:38])[O:35][N:34]=4)/[CH3:32])/[C:22]4[CH:29]=[CH:28][C:27]([F:30])=[CH:26][C:23]=4[O:24][CH2:25][C:19]=3[CH:18]=2)[CH2:3][CH2:2]1.C(N(CC)CC)C.FC(F)(F)C(OC(=O)C(F)(F)F)=O.C(=O)([O-])O.[Na+]. The catalyst is C1COCC1. The product is [CH:1]1([C:4]2[N:5]=[C:6]3[CH:11]=[C:10]([C:12]#[N:14])[CH:9]=[CH:8][N:7]3[C:15]=2[CH2:16][C:17]2[CH:40]=[CH:39][C:20]3/[C:21](=[C:31](\[C:33]4[NH:37][C:36](=[O:38])[O:35][N:34]=4)/[CH3:32])/[C:22]4[CH:29]=[CH:28][C:27]([F:30])=[CH:26][C:23]=4[O:24][CH2:25][C:19]=3[CH:18]=2)[CH2:3][CH2:2]1. The yield is 0.510. (3) The reactants are [C:1]1([C@@H:7]([NH:10][CH2:11][C:12]2[CH:21]=[CH:20][C:15]([C:16]([O:18][CH3:19])=[O:17])=[CH:14][CH:13]=2)[CH2:8][CH3:9])[CH:6]=[CH:5][CH:4]=[CH:3][CH:2]=1.C(N(CC)CC)C.[Cl:29][C:30]1[CH:38]=[CH:37][C:33]([C:34](Cl)=[O:35])=[CH:32][CH:31]=1. The catalyst is ClCCl. The product is [Cl:29][C:30]1[CH:38]=[CH:37][C:33]([C:34]([N:10]([CH2:11][C:12]2[CH:13]=[CH:14][C:15]([C:16]([O:18][CH3:19])=[O:17])=[CH:20][CH:21]=2)[C@H:7]([C:1]2[CH:2]=[CH:3][CH:4]=[CH:5][CH:6]=2)[CH2:8][CH3:9])=[O:35])=[CH:32][CH:31]=1. The yield is 0.650. (4) The reactants are [F:1][C:2]1[C:11]([N+:12]([O-])=O)=[CH:10][CH:9]=[C:8]([F:15])[C:3]=1[C:4]([O:6][CH3:7])=[O:5]. The catalyst is CO.[Pd]. The product is [NH2:12][C:11]1[C:2]([F:1])=[C:3]([C:8]([F:15])=[CH:9][CH:10]=1)[C:4]([O:6][CH3:7])=[O:5]. The yield is 0.910. (5) The reactants are [S:1]([O:8]S(C(F)(F)F)(=O)=O)([C:4]([F:7])([F:6])[F:5])(=[O:3])=[O:2].[CH2:16]([O:18][C:19]1[CH:20]=[C:21](/[CH:26]=[C:27](\[CH2:33][CH3:34])/[C:28]([O:30][CH2:31][CH3:32])=[O:29])[CH:22]=[CH:23][C:24]=1O)[CH3:17].C(N(CC)CC)C. The catalyst is ClCCl.C(=O)([O-])O.[Na+]. The product is [CH2:16]([O:18][C:19]1[CH:20]=[C:21](/[CH:26]=[C:27](\[CH2:33][CH3:34])/[C:28]([O:30][CH2:31][CH3:32])=[O:29])[CH:22]=[CH:23][C:24]=1[O:8][S:1]([C:4]([F:7])([F:6])[F:5])(=[O:3])=[O:2])[CH3:17]. The yield is 1.00. (6) The reactants are [CH2:1]([C:5]1[O:6][C:7]2[CH:22]=[CH:21][CH:20]=[CH:19][C:8]=2[C:9]=1[C:10](=[O:18])[C:11]1[CH:16]=[CH:15][C:14]([OH:17])=[CH:13][CH:12]=1)[CH2:2][CH2:3][CH3:4].Cl[S:24]([C:27]1[CH:35]=[CH:34][C:30]([C:31]([OH:33])=[O:32])=[C:29]([OH:36])[CH:28]=1)(=[O:26])=[O:25]. No catalyst specified. The product is [CH2:1]([C:5]1[O:6][C:7]2[CH:22]=[CH:21][CH:20]=[CH:19][C:8]=2[C:9]=1[C:10]([C:11]1[CH:16]=[CH:15][C:14]([O:17][S:24]([C:27]2[CH:35]=[CH:34][C:30]([C:31]([OH:33])=[O:32])=[C:29]([OH:36])[CH:28]=2)(=[O:26])=[O:25])=[CH:13][CH:12]=1)=[O:18])[CH2:2][CH2:3][CH3:4]. The yield is 0.110. (7) The reactants are [C:1]([CH2:3][C:4]1[CH:13]=[CH:12][C:7]([C:8]([O:10][CH3:11])=[O:9])=[CH:6][CH:5]=1)#[N:2].O1CCCC1.C(O[K])(C)(C)C.[Br:25][C:26]1[CH:31]=[CH:30][CH:29]=[C:28]([CH2:32][CH2:33]Br)[CH:27]=1. The catalyst is O.CN(C)C=O. The product is [Br:25][C:26]1[CH:27]=[C:28]([CH2:32][CH2:33][CH:3]([C:4]2[CH:13]=[CH:12][C:7]([C:8]([O:10][CH3:11])=[O:9])=[CH:6][CH:5]=2)[C:1]#[N:2])[CH:29]=[CH:30][CH:31]=1. The yield is 0.550. (8) The reactants are [Cl:1][C:2]1[CH:7]=[CH:6][C:5]([S:8]([NH:11][C@@H:12]2[CH2:17][CH2:16][CH2:15][CH2:14][C@H:13]2[C:18]([NH2:20])=[O:19])(=[O:10])=[O:9])=[CH:4][CH:3]=1.Br[CH2:22][C:23]1[CH:28]=[CH:27][C:26]([C:29]([F:32])([F:31])[F:30])=[CH:25][CH:24]=1. No catalyst specified. The product is [Cl:1][C:2]1[CH:7]=[CH:6][C:5]([S:8]([N:11]([CH2:22][C:23]2[CH:24]=[CH:25][C:26]([C:29]([F:30])([F:31])[F:32])=[CH:27][CH:28]=2)[C@@H:12]2[CH2:17][CH2:16][CH2:15][CH2:14][C@H:13]2[C:18]([NH2:20])=[O:19])(=[O:9])=[O:10])=[CH:4][CH:3]=1. The yield is 0.450.